Task: Predict which catalyst facilitates the given reaction.. Dataset: Catalyst prediction with 721,799 reactions and 888 catalyst types from USPTO (1) Reactant: C(=O)([O-])[O-].[K+].[K+].[C:7]1(=[O:13])[NH:11][C:10](=[O:12])[CH2:9][CH2:8]1.[F:14][C:15]1[CH:22]=[CH:21][C:18]([CH2:19]Br)=[CH:17][CH:16]=1. Product: [F:14][C:15]1[CH:22]=[CH:21][C:18]([CH2:19][N:11]2[C:10](=[O:12])[CH2:9][CH2:8][C:7]2=[O:13])=[CH:17][CH:16]=1. The catalyst class is: 21. (2) Reactant: CC(OC(/N=N/C(OC(C)C)=O)=O)C.[O:15]1[C:19]2([CH2:24][CH2:23][CH:22]([OH:25])[CH2:21][CH2:20]2)[O:18][CH2:17][CH2:16]1.[Cl:26][C:27]1[CH:32]=[CH:31][C:30](O)=[CH:29][CH:28]=1.C1(P(C2C=CC=CC=2)C2C=CC=CC=2)C=CC=CC=1. Product: [Cl:26][C:27]1[CH:32]=[CH:31][C:30]([O:25][CH:22]2[CH2:23][CH2:24][C:19]3([O:18][CH2:17][CH2:16][O:15]3)[CH2:20][CH2:21]2)=[CH:29][CH:28]=1. The catalyst class is: 1. (3) Reactant: Br[C:2]1[CH:7]=[CH:6][C:5]([O:8][C:9]([F:12])([F:11])[F:10])=[CH:4][CH:3]=1.C([Li])CCC.CCCCCC.[F:24][C:25]([F:35])([F:34])[C:26](N1CCCCC1)=[O:27].[Cl-].[NH4+]. Product: [F:24][C:25]([F:35])([F:34])[C:26]([C:2]1[CH:7]=[CH:6][C:5]([O:8][C:9]([F:12])([F:11])[F:10])=[CH:4][CH:3]=1)=[O:27]. The catalyst class is: 7. (4) Reactant: [CH2:1]([NH:8][C:9](=S)[CH2:10][CH2:11][CH2:12][CH2:13][CH:14]=[CH2:15])[C:2]1[CH:7]=[CH:6][CH:5]=[CH:4][CH:3]=1.N(C(OC(C)(C)C)=O)=NC(OC(C)(C)C)=O.C[Si]([N:37]=[N+:38]=[N-:39])(C)C. Product: [CH2:1]([N:8]1[C:9]([CH2:10][CH2:11][CH2:12][CH2:13][CH:14]=[CH2:15])=[N:39][N:38]=[N:37]1)[C:2]1[CH:7]=[CH:6][CH:5]=[CH:4][CH:3]=1. The catalyst class is: 1. (5) Reactant: [N:1]1[CH:6]=[CH:5][CH:4]=[C:3]([O:7][C:8]2[CH:9]=[C:10]([CH:14]=[CH:15][CH:16]=2)[C:11]([OH:13])=O)[CH:2]=1.[CH3:17][C:18]1[N:19]=[C:20]([NH2:23])[S:21][CH:22]=1.F[P-](F)(F)(F)(F)F.N1(OC(N(C)C)=[N+](C)C)C2N=CC=CC=2N=N1.CCN(C(C)C)C(C)C. Product: [CH3:17][C:18]1[N:19]=[C:20]([NH:23][C:11](=[O:13])[C:10]2[CH:14]=[CH:15][CH:16]=[C:8]([O:7][C:3]3[CH:2]=[N:1][CH:6]=[CH:5][CH:4]=3)[CH:9]=2)[S:21][CH:22]=1. The catalyst class is: 59. (6) Reactant: [OH:1][C:2]1[C:9]([O:10][CH3:11])=[CH:8][C:5]([CH:6]=[O:7])=[CH:4][C:3]=1[O:12][CH3:13].C([O-])([O-])=O.[Cs+].[Cs+].Br[CH2:21][CH2:22][C:23]1[CH:28]=[CH:27][CH:26]=[CH:25][CH:24]=1.O. Product: [CH3:13][O:12][C:3]1[CH:4]=[C:5]([CH:8]=[C:9]([O:10][CH3:11])[C:2]=1[O:1][CH2:21][CH2:22][C:23]1[CH:28]=[CH:27][CH:26]=[CH:25][CH:24]=1)[CH:6]=[O:7]. The catalyst class is: 3. (7) Reactant: [CH2:1]([O:5][CH2:6][CH2:7][O:8][C:9]1[CH:14]=[CH:13][C:12]([C:15]2[CH:16]=[CH:17][C:18]3[N:24]([CH2:25][CH:26]([CH3:28])[CH3:27])[CH2:23][CH2:22][C:21]([C:29]([NH:31][C:32]4[CH:37]=[CH:36][C:35]([S:38][CH2:39][C:40]5[N:44]([CH3:45])[CH:43]=[N:42][N:41]=5)=[CH:34][CH:33]=4)=[O:30])=[CH:20][C:19]=3[CH:46]=2)=[CH:11][CH:10]=1)[CH2:2][CH2:3][CH3:4].ClC1C=CC=C(C(OO)=[O:55])C=1.S([O-])([O-])(=O)=S.[Na+].[Na+]. Product: [CH2:1]([O:5][CH2:6][CH2:7][O:8][C:9]1[CH:10]=[CH:11][C:12]([C:15]2[CH:16]=[CH:17][C:18]3[N:24]([CH2:25][CH:26]([CH3:27])[CH3:28])[CH2:23][CH2:22][C:21]([C:29]([NH:31][C:32]4[CH:33]=[CH:34][C:35]([S:38]([CH2:39][C:40]5[N:44]([CH3:45])[CH:43]=[N:42][N:41]=5)=[O:55])=[CH:36][CH:37]=4)=[O:30])=[CH:20][C:19]=3[CH:46]=2)=[CH:13][CH:14]=1)[CH2:2][CH2:3][CH3:4]. The catalyst class is: 4. (8) Reactant: [Cl:1][C:2]1[CH:3]=[C:4]([C:11]#N)[CH:5]=[C:6]2[C:10]=1[NH:9][N:8]=[CH:7]2.[OH2:13].[OH-:14].[K+]. Product: [Cl:1][C:2]1[CH:3]=[C:4]([C:11]([OH:14])=[O:13])[CH:5]=[C:6]2[C:10]=1[NH:9][N:8]=[CH:7]2. The catalyst class is: 8. (9) Reactant: CC([Si](C)(C)[O:6][CH2:7][C:8]1[CH:9]=[C:10]([C:14]2[CH:19]=[C:18]([O:20][CH3:21])[CH:17]=[C:16]([CH2:22][NH:23][C:24](=[O:30])[O:25][C:26]([CH3:29])([CH3:28])[CH3:27])[CH:15]=2)[CH:11]=[CH:12][CH:13]=1)(C)C.[N+](CCCC)(CCCC)(CCCC)CCCC.[F-]. Product: [OH:6][CH2:7][C:8]1[CH:9]=[C:10]([C:14]2[CH:19]=[C:18]([O:20][CH3:21])[CH:17]=[C:16]([CH2:22][NH:23][C:24](=[O:30])[O:25][C:26]([CH3:28])([CH3:27])[CH3:29])[CH:15]=2)[CH:11]=[CH:12][CH:13]=1. The catalyst class is: 1.